This data is from Forward reaction prediction with 1.9M reactions from USPTO patents (1976-2016). The task is: Predict the product of the given reaction. (1) Given the reactants [H-].[H-].[H-].[H-].[Li+].[Al+3].[Br:7][C:8]1[CH:9]=[C:10]2[C:14](=[CH:15][CH:16]=1)[NH:13][C:12]([C:17](OCC)=[O:18])=[C:11]2[S:22]([N:25]1[CH2:29][CH2:28][CH2:27][CH2:26]1)(=[O:24])=[O:23], predict the reaction product. The product is: [Br:7][C:8]1[CH:9]=[C:10]2[C:14](=[CH:15][CH:16]=1)[NH:13][C:12]([CH2:17][OH:18])=[C:11]2[S:22]([N:25]1[CH2:26][CH2:27][CH2:28][CH2:29]1)(=[O:23])=[O:24]. (2) Given the reactants [Br:1][C:2]1[CH:10]=[CH:9][C:5]([C:6](Cl)=[O:7])=[CH:4][CH:3]=1.[CH3:11][N:12]1[CH2:17][CH2:16]C[CH2:14][CH2:13]1.C(=O)([O-])[O-].[K+].[K+].C([N:26](CC)CC)C, predict the reaction product. The product is: [Br:1][C:2]1[CH:10]=[CH:9][C:5]([C:6]([N:26]2[CH2:16][CH2:17][N:12]([CH3:11])[CH2:13][CH2:14]2)=[O:7])=[CH:4][CH:3]=1. (3) The product is: [F:1][C:2]([F:7])([F:6])[C:3]([OH:5])=[O:4].[NH2:73][C:69]1[C:68]([C:64]2[N:65]([CH2:66][CH3:67])[C:49]3[C:48]([C:46]([N:43]4[CH2:44][CH2:45][CH:41]([NH2:40])[CH2:42]4)=[O:47])=[CH:53][N:52]=[C:51]([C:54]4[CH:59]=[C:58]([Cl:60])[CH:57]=[CH:56][C:55]=4[OH:61])[C:50]=3[N:63]=2)=[N:72][O:71][N:70]=1. Given the reactants [F:1][C:2]([F:7])([F:6])[C:3]([OH:5])=[O:4].NC1C(C2N(CC)C3C(C(N4CCC(N)C4)=O)=CN=C(C4C=CC(O)=CC=4)C=3N=2)=NON=1.[NH2:40][CH:41]1[CH2:45][CH2:44][N:43]([C:46]([C:48]2[C:49]3[N:65]([CH2:66][CH3:67])[C:64]([C:68]4[C:69]([NH2:73])=[N:70][O:71][N:72]=4)=[N:63][C:50]=3[C:51]([C:54]3[CH:59]=[C:58]([Cl:60])[CH:57]=[CH:56][C:55]=3[O:61]C)=[N:52][CH:53]=2)=[O:47])[CH2:42]1, predict the reaction product.